Dataset: Forward reaction prediction with 1.9M reactions from USPTO patents (1976-2016). Task: Predict the product of the given reaction. (1) Given the reactants [CH2:1]1[C:7]2=[C:8]3[C:12](=[CH:13][CH:14]=[C:6]2[O:5][CH2:4][CH2:3][N:2]1C(OC(C)(C)C)=O)[NH:11][CH:10]=[CH:9]3.[H-].[Na+].CN(C=O)C.[F:29][C:30]1[CH:31]=[CH:32][C:33]([CH3:40])=[C:34]([S:36](Cl)(=[O:38])=[O:37])[CH:35]=1, predict the reaction product. The product is: [F:29][C:30]1[CH:31]=[CH:32][C:33]([CH3:40])=[C:34]([S:36]([N:11]2[C:12]3[C:8](=[C:7]4[CH2:1][NH:2][CH2:3][CH2:4][O:5][C:6]4=[CH:14][CH:13]=3)[CH:9]=[CH:10]2)(=[O:38])=[O:37])[CH:35]=1. (2) Given the reactants [CH3:1][O:2][C:3]1[CH:4]=[C:5]([C:9]2[CH:17]=[CH:16][CH:15]=[C:14]3[C:10]=2[CH2:11][C:12](=[O:18])[NH:13]3)[CH:6]=[CH:7][CH:8]=1.[N:19]1([CH2:24][CH2:25][NH:26][C:27]([C:29]2[CH:33]=[C:32]([CH3:34])[NH:31][C:30]=2[CH:35]=O)=[O:28])[CH2:23][CH2:22][CH2:21][CH2:20]1, predict the reaction product. The product is: [N:19]1([CH2:24][CH2:25][NH:26][C:27]([C:29]2[CH:33]=[C:32]([CH3:34])[NH:31][C:30]=2[CH:35]=[C:11]2[C:10]3[C:14](=[CH:15][CH:16]=[CH:17][C:9]=3[C:5]3[CH:6]=[CH:7][CH:8]=[C:3]([O:2][CH3:1])[CH:4]=3)[NH:13][C:12]2=[O:18])=[O:28])[CH2:23][CH2:22][CH2:21][CH2:20]1. (3) Given the reactants C(P(=O)(OCC)OCC)#N.[NH2:11][C:12]1[C:17]([F:18])=[CH:16][CH:15]=[CH:14][C:13]=1[S:19][CH2:20][C@@H:21]([C:30]([OH:32])=O)[NH:22][O:23][C:24](=[O:29])[C:25]([CH3:28])([CH3:27])[CH3:26].CN(C=O)C, predict the reaction product. The product is: [CH3:26][C:25]([CH3:28])([CH3:27])[C:24]([O:23][NH:22][C@@H:21]1[C:30](=[O:32])[NH:11][C:12]2[C:17]([F:18])=[CH:16][CH:15]=[CH:14][C:13]=2[S:19][CH2:20]1)=[O:29]. (4) The product is: [F:18][C:15]1[C:16]([CH3:17])=[C:11]([C:6]2[NH:7][C:8]3[C:4]([CH:5]=2)=[CH:3][C:2]([B:22]2[O:23][C:24]([CH3:26])([CH3:25])[C:20]([CH3:36])([CH3:19])[O:21]2)=[CH:10][CH:9]=3)[CH:12]=[N:13][CH:14]=1. Given the reactants Br[C:2]1[CH:3]=[C:4]2[C:8](=[CH:9][CH:10]=1)[NH:7][C:6]([C:11]1[CH:12]=[N:13][CH:14]=[C:15]([F:18])[C:16]=1[CH3:17])=[CH:5]2.[CH3:19][C:20]1([CH3:36])[C:24]([CH3:26])([CH3:25])[O:23][B:22]([B:22]2[O:23][C:24]([CH3:26])([CH3:25])[C:20]([CH3:36])([CH3:19])[O:21]2)[O:21]1.C([O-])(=O)C.[K+], predict the reaction product. (5) Given the reactants C([Si]([O:8][CH2:9][C:10]1[CH:14]=[C:13]([CH2:15]B2OCC(C)(C)CO2)[O:12][C:11]=1[CH3:24])(C)C)(C)(C)C.ClC1[N:27]=[N:28][C:29]([O:32][CH3:33])=[CH:30][CH:31]=1.C(=O)([O-])[O-].[Na+].[Na+].COCCOC, predict the reaction product. The product is: [CH3:33][O:32][C:29]1[N:28]=[N:27][C:15]([C:13]2[O:12][C:11]([CH3:24])=[C:10]([CH2:9][OH:8])[CH:14]=2)=[CH:31][CH:30]=1. (6) The product is: [Br:20][C:17]1[CH:18]=[CH:19][C:14]([C:12]2[NH:3][C:37]([C@@H:38]3[CH2:30][C@H:31]([CH3:33])[CH2:32][N:28]3[C:26]([O:25][C:21]([CH3:24])([CH3:23])[CH3:22])=[O:27])=[N:39][CH:11]=2)=[CH:15][CH:16]=1. Given the reactants CC[N:3](C(C)C)C(C)C.Br[CH2:11][C:12]([C:14]1[CH:19]=[CH:18][C:17]([Br:20])=[CH:16][CH:15]=1)=O.[C:21]([O:25][C:26]([N:28]1[CH2:32][C@@H:31]([CH3:33])[CH2:30][C@H]1C(O)=O)=[O:27])([CH3:24])([CH3:23])[CH3:22].[C:37](#[N:39])[CH3:38], predict the reaction product. (7) Given the reactants [C:1]([O:8][CH3:9])(=[O:7])/[CH:2]=[CH:3]/[C:4]([OH:6])=[O:5].Cl[CH2:11][C:12]([N:14]([CH2:17][CH3:18])[CH2:15][CH3:16])=[O:13].C(=O)([O-])O.[Cs+], predict the reaction product. The product is: [C:4]([O:6][CH2:11][C:12](=[O:13])[N:14]([CH2:17][CH3:18])[CH2:15][CH3:16])(=[O:5])/[CH:3]=[CH:2]/[C:1]([O:8][CH3:9])=[O:7].